Dataset: Full USPTO retrosynthesis dataset with 1.9M reactions from patents (1976-2016). Task: Predict the reactants needed to synthesize the given product. Given the product [C:11]([Si:15]([CH3:26])([CH3:25])[O:16][CH2:17][CH2:18][C:19]([CH3:24])([CH3:23])[CH2:20][CH:21]=[O:22])([CH3:14])([CH3:13])[CH3:12], predict the reactants needed to synthesize it. The reactants are: C(Cl)(=O)C(Cl)=O.CS(C)=O.[C:11]([Si:15]([CH3:26])([CH3:25])[O:16][CH2:17][CH2:18][C:19]([CH3:24])([CH3:23])[CH2:20][CH2:21][OH:22])([CH3:14])([CH3:13])[CH3:12].C(N(CC)CC)C.